This data is from Full USPTO retrosynthesis dataset with 1.9M reactions from patents (1976-2016). The task is: Predict the reactants needed to synthesize the given product. (1) Given the product [CH3:85][O:86][C:87](=[O:112])[NH:88][CH:89]([C:93]([N:95]1[CH2:99][CH2:98][CH2:97][CH:96]1[C:100]1[NH:101][C:102]([C:105]2[CH:110]=[CH:109][C:108]([C:71]3[CH:70]=[CH:69][C:68]([C:65]4[NH:64][C:63]([CH:62]5[CH:61]6[CH2:83][CH:58]([CH2:59][CH2:60]6)[N:57]5[C:55](=[O:56])[CH:51]([NH:50][C:49]([O:48][CH3:47])=[O:84])[CH:52]([CH3:54])[CH3:53])=[N:67][CH:66]=4)=[CH:73][CH:72]=3)=[CH:107][CH:106]=2)=[CH:103][N:104]=1)=[O:94])[CH:90]([CH3:92])[CH3:91], predict the reactants needed to synthesize it. The reactants are: C(OC(N1CCCC1C1NC(C2C=CC(C3C=CC(C4NC(C5CCN(C(OC(C)(C)C)=O)C5)=NC=4)=CC=3)=CC=2)=CN=1)=O)(C)(C)C.[CH3:47][O:48][C:49](=[O:84])[NH:50][CH:51]([C:55]([N:57]1[CH:62]([C:63]2[NH:64][C:65]([C:68]3[CH:73]=[CH:72][C:71](B4OC(C)(C)C(C)(C)O4)=[CH:70][CH:69]=3)=[CH:66][N:67]=2)[CH:61]2[CH2:83][CH:58]1[CH2:59][CH2:60]2)=[O:56])[CH:52]([CH3:54])[CH3:53].[CH3:85][O:86][C:87](=[O:112])[NH:88][CH:89]([C:93]([N:95]1[CH2:99][CH2:98][CH2:97][CH:96]1[C:100]1[NH:101][C:102]([C:105]2[CH:110]=[CH:109][C:108](Br)=[CH:107][CH:106]=2)=[CH:103][N:104]=1)=[O:94])[CH:90]([CH3:92])[CH3:91].C(OC(N1CCCC1C1NC(C2C=CC(B3OC(C)(C)C(C)(C)O3)=CC=2)=CN=1)=O)(C)(C)C.C(OC(N1CCCC1)=O)(C)(C)C. (2) The reactants are: [CH3:1][C:2]1[C:6]([CH2:7][N:8]2[CH:12]=[C:11]([N:13]3[C:17](=[O:18])[CH2:16][NH:15][C:14]3=[O:19])[CH:10]=[N:9]2)=[C:5]([CH3:20])[O:4][N:3]=1.[F:21][C:22]1[CH:30]=[CH:29][CH:28]=[CH:27][C:23]=1[CH2:24][CH2:25]Br. Given the product [CH3:1][C:2]1[C:6]([CH2:7][N:8]2[CH:12]=[C:11]([N:13]3[C:17](=[O:18])[CH2:16][N:15]([CH2:25][CH2:24][C:23]4[CH:27]=[CH:28][CH:29]=[CH:30][C:22]=4[F:21])[C:14]3=[O:19])[CH:10]=[N:9]2)=[C:5]([CH3:20])[O:4][N:3]=1, predict the reactants needed to synthesize it. (3) Given the product [CH3:32][C:31]1([CH3:33])[O:37][CH:2]([N:7]2[CH:6]=[C:26]([NH2:25])[CH:27]=[N:22]2)[CH2:39][O:38]1, predict the reactants needed to synthesize it. The reactants are: Cl[C:2]1[N:7]=[C:6](Cl)N=CN=1.C(C1C=NC([N:22]2[CH2:27][CH2:26][NH:25]CC2)=NC=1)C1C=CC=CC=1.CCN(C(C)C)[CH:31]([CH3:33])[CH3:32].[OH2:37].[O:38]1CCOC[CH2:39]1. (4) The reactants are: [NH2:1][C:2]1[C:7]([O:8][CH2:9][C:10]2[CH:17]=[CH:16][CH:15]=[CH:14][C:11]=2C#N)=[CH:6][C:5](Br)=[CH:4][N:3]=1.[C:19]([C:22]1[CH:27]=[CH:26][C:25](B(O)O)=[CH:24][CH:23]=1)([OH:21])=[O:20].C(=O)([O-])[O-].[K+].[K+].CN(C)C=O. Given the product [NH2:1][C:2]1[N:3]=[CH:4][C:5]([C:25]2[CH:26]=[CH:27][C:22]([C:19]([OH:21])=[O:20])=[CH:23][CH:24]=2)=[CH:6][C:7]=1[O:8][CH2:9][C:10]1[CH:11]=[CH:14][C:15]([C:10]([CH3:17])([CH3:11])[CH3:9])=[CH:16][CH:17]=1, predict the reactants needed to synthesize it. (5) Given the product [Cl:1][C:2]1[CH:7]=[CH:6][CH:5]=[CH:4][C:3]=1[N:8]1[C:12]([S:13][C:14]2[CH:19]=[CH:18][C:17]([CH3:20])=[CH:16][N:15]=2)=[CH:11][C:10]([CH:21]=[O:22])=[N:9]1, predict the reactants needed to synthesize it. The reactants are: [Cl:1][C:2]1[CH:7]=[CH:6][CH:5]=[CH:4][C:3]=1[N:8]1[C:12]([S:13][C:14]2[CH:19]=[CH:18][C:17]([CH3:20])=[CH:16][N:15]=2)=[CH:11][C:10]([C:21](OCC)=[O:22])=[N:9]1.[H-].C([Al+]CC(C)C)C(C)C.[OH-].[Na+]. (6) Given the product [CH2:24]([O:23][C:21]([C:20]1[C:4]([OH:3])=[C:6]2[CH:10]=[C:9]([Br:11])[N:8]([C:12]3[CH:17]=[CH:16][CH:15]=[CH:14][CH:13]=3)[C:7]2=[CH:18][N:19]=1)=[O:22])[CH3:25], predict the reactants needed to synthesize it. The reactants are: C([O:3][C:4]([C:6]1[CH:10]=[C:9]([Br:11])[N:8]([C:12]2[CH:17]=[CH:16][CH:15]=[CH:14][CH:13]=2)[C:7]=1[CH2:18][N:19](C(OC(C)(C)C)=O)[CH2:20][C:21]([O:23][CH2:24][CH3:25])=[O:22])=O)C.CC(C)([O-])C.[K+].C(OC(C1N(C(OC(C)(C)C)=O)CC2N(C3C=CC=CC=3)C(Br)=CC=2C1=O)=O)C.FC(F)(F)C(O)=O. (7) Given the product [Cl:23][C:24]1[CH:25]=[C:26]([NH:27][C:3]2[C:12]3[C:7](=[CH:8][C:9]([OH:15])=[C:10]([O:13][CH3:14])[CH:11]=3)[N:6]=[CH:5][N:4]=2)[CH:28]=[CH:29][C:30]=1[Cl:31], predict the reactants needed to synthesize it. The reactants are: Cl.Cl[C:3]1[C:12]2[C:7](=[CH:8][C:9]([O:15]CC3C=CC=CC=3)=[C:10]([O:13][CH3:14])[CH:11]=2)[N:6]=[CH:5][N:4]=1.[Cl:23][C:24]1[CH:25]=[C:26]([CH:28]=[CH:29][C:30]=1[Cl:31])[NH2:27].Cl.